Dataset: Forward reaction prediction with 1.9M reactions from USPTO patents (1976-2016). Task: Predict the product of the given reaction. (1) Given the reactants [OH-].[Li+].C[O:4][C:5](=[O:15])[CH:6]([C:8]1[CH:13]=[CH:12][C:11]([Cl:14])=[CH:10][CH:9]=1)[CH3:7], predict the reaction product. The product is: [Cl:14][C:11]1[CH:10]=[CH:9][C:8]([CH:6]([CH3:7])[C:5]([OH:15])=[O:4])=[CH:13][CH:12]=1. (2) Given the reactants [CH:1]1(B(O)O)[CH2:3][CH2:2]1.Br[C:8]1[N:13]=[CH:12][C:11]([C:14]2([C:22]#[N:23])[CH2:19][CH2:18][C:17]([F:21])([F:20])[CH2:16][CH2:15]2)=[CH:10][CH:9]=1.[O-]P([O-])([O-])=O.[K+].[K+].[K+].C1(P(C2CCCCC2)C2CCCCC2)CCCCC1.[Cl-].[NH4+], predict the reaction product. The product is: [CH:1]1([C:8]2[N:13]=[CH:12][C:11]([C:14]3([C:22]#[N:23])[CH2:15][CH2:16][C:17]([F:20])([F:21])[CH2:18][CH2:19]3)=[CH:10][CH:9]=2)[CH2:3][CH2:2]1.